Regression. Given a peptide amino acid sequence and an MHC pseudo amino acid sequence, predict their binding affinity value. This is MHC class I binding data. From a dataset of Peptide-MHC class I binding affinity with 185,985 pairs from IEDB/IMGT. The peptide sequence is RPRFDDAYNI. The MHC is HLA-B53:01 with pseudo-sequence HLA-B53:01. The binding affinity (normalized) is 0.678.